Predict the reactants needed to synthesize the given product. From a dataset of Full USPTO retrosynthesis dataset with 1.9M reactions from patents (1976-2016). (1) Given the product [C:14]([O:13][C@H:11]([CH3:12])[CH2:10][C:7]1[CH:6]=[CH:5][C:4]([N+:1]([O-:3])=[O:2])=[CH:9][CH:8]=1)(=[O:17])[CH2:15][CH3:16].[N+:1]([C:4]1[CH:5]=[CH:6][C:7]([CH2:10][C@@H:11]([OH:13])[CH3:12])=[CH:8][CH:9]=1)([O-:3])=[O:2], predict the reactants needed to synthesize it. The reactants are: [N+:1]([C:4]1[CH:9]=[CH:8][C:7]([CH2:10][CH:11]([OH:13])[CH3:12])=[CH:6][CH:5]=1)([O-:3])=[O:2].[C:14](O[C:14](=[O:17])[CH2:15][CH3:16])(=[O:17])[CH2:15][CH3:16]. (2) Given the product [C:16]([O:15][C:13]([N:11]1[CH2:12][C@@H:8]([C:5]2[CH:4]=[CH:3][C:2]([F:1])=[CH:7][CH:6]=2)[C@@H:9]([C:20]([OH:22])=[O:21])[CH2:10]1)=[O:14])([CH3:19])([CH3:17])[CH3:18], predict the reactants needed to synthesize it. The reactants are: [F:1][C:2]1[CH:7]=[CH:6][C:5]([C@@H:8]2[CH2:12][N:11]([C:13]([O:15][C:16]([CH3:19])([CH3:18])[CH3:17])=[O:14])[CH2:10][C@@H:9]2[C:20]([O:22]C)=[O:21])=[CH:4][CH:3]=1.Cl.C(O)(=O)C. (3) Given the product [ClH:28].[ClH:28].[NH2:19][CH:4]([C:5]1[CH:10]=[CH:9][C:8]([O:11][CH2:12][CH2:13][N:14]2[CH2:15][CH2:16][CH2:17][CH2:18]2)=[CH:7][CH:6]=1)[C:3]([O:2][CH3:1])=[O:27], predict the reactants needed to synthesize it. The reactants are: [CH3:1][O:2][C:3](=[O:27])[CH:4]([NH:19]C(OC(C)(C)C)=O)[C:5]1[CH:10]=[CH:9][C:8]([O:11][CH2:12][CH2:13][N:14]2[CH2:18][CH2:17][CH2:16][CH2:15]2)=[CH:7][CH:6]=1.[Cl:28]CCl. (4) Given the product [CH3:1][NH:2][C:3]([C:5]1[CH:6]=[C:7]2[C:12](=[CH:13][C:14]=1[O:15][CH3:16])[N:11]=[CH:10][CH:9]=[C:8]2[O:17][C:18]1[CH:23]=[CH:22][C:21]([Cl:24])=[C:20]([NH:25][C:31]([NH:26][CH:27]2[CH2:29][CH2:28]2)=[O:34])[CH:19]=1)=[O:4], predict the reactants needed to synthesize it. The reactants are: [CH3:1][NH:2][C:3]([C:5]1[CH:6]=[C:7]2[C:12](=[CH:13][C:14]=1[O:15][CH3:16])[N:11]=[CH:10][CH:9]=[C:8]2[O:17][C:18]1[CH:23]=[CH:22][C:21]([Cl:24])=[C:20]([NH2:25])[CH:19]=1)=[O:4].[N:26]1[CH:31]=C[CH:29]=[CH:28][CH:27]=1.ClC(OC1C=CC=CC=1)=[O:34].C1(N)CC1.